Dataset: Reaction yield outcomes from USPTO patents with 853,638 reactions. Task: Predict the reaction yield, written as a fraction of the theoretical maximum amount of product (1.0 means a 100% yield; for example, 0.34 means a 34% yield). The reactants are [Br:1][C:2]1[CH:3]=[CH:4][C:5]([CH3:13])=[C:6]2[C:10]=1[C:9](=[O:11])[CH:8]([CH3:12])[CH2:7]2.[BH4-].[Na+].Cl.[OH-].[K+].[CH3:19]I. The product is [Br:1][C:2]1[CH:3]=[CH:4][C:5]([CH3:13])=[C:6]2[C:10]=1[CH:9]([O:11][CH3:19])[CH:8]([CH3:12])[CH2:7]2. The catalyst is C1COCC1.O.CO. The yield is 0.920.